This data is from Experimentally validated miRNA-target interactions with 360,000+ pairs, plus equal number of negative samples. The task is: Binary Classification. Given a miRNA mature sequence and a target amino acid sequence, predict their likelihood of interaction. (1) The miRNA is rno-miR-19b-3p with sequence UGUGCAAAUCCAUGCAAAACUGA. The protein sequence of the target gene is MGKKLVMAQKRGETRALCLGVAMVVCAAITYYVLGTTVLPLYQKSVWTQESICHLIETNIKDQEELEGKKVPQYPCLWVNVSAVGRWAMLYHTEDTRDQNQQCSYIPRNLDNYQTALADVKKVRANFYKHHEFYCLSAPQVNETSVVYQRLYGPQVLLFSFFWPTFLLTGGLLLIAMVKLNRSLSILAAQK. Result: 0 (no interaction). (2) The miRNA is hsa-miR-4524b-3p with sequence GAGACAGGUUCAUGCUGCUA. The protein sequence of the target gene is MFPFGPHSPGGDGSAGAGAEEPTPHEGQAAATGPPSPLHPGADATHPPPPARSPRRPGAPSLSPAPRSGELGLPGAPESSTASAPGEPSPPSPPCRRPGPDCRAKSRGRHGLGAGLGGPGARLFGWLKERSLGRGLFVDPARDNFRTMTSLYGSIHPADSVYLSTRTHGAVFNLEYSPDGSVLTVACEQTEVLLFDPISSKHIKTLSEAHEDCVNNIRFLDNRLFATCSDDTTIALWDLRKLNTKVCTLHGHTSWVKNIEYDTNTRLLVTSGFDGNVIIWDTNRYTEDGCPHKKFFHTRF.... Result: 1 (interaction). (3) The miRNA is hsa-miR-3136-3p with sequence UGGCCCAACCUAUUCAGUUAGU. The protein sequence of the target gene is MGAAISQGALIAIVCNGLVGFLLLLLWVILCWACHSRSADVDSLSESSPNSSPGPCPEKAPPPQKPSHEGSYLLQP. Result: 0 (no interaction). (4) The miRNA is hsa-miR-1185-1-3p with sequence AUAUACAGGGGGAGACUCUUAU. The protein sequence of the target gene is MPSESFCLAAQARLDSKWLKTDIQLAFTRDGLCGLWNEMVKDGEIVYTGTESTQNGELPPRKDDSVEPSGTKKEDLNDKEKKDEEETPAPIYRAKSILDSWVWGKQPDVNELKECLSVLVKEQQALAVQSATTTLSALRLKQRLVILERYFIALNRTVFQENVKVKWKSSGISLPPVDKKSSRPAGKGVEGLARVGSRAALSFAFAFLRRAWRSGEDADLCSELLQESLDALRALPEASLFDESTVSSVWLEVVERATRFLRSVVTGDVHGTPATKGPGSIPLQDQHLALAILLELAVQR.... Result: 1 (interaction). (5) The miRNA is rno-miR-293-5p with sequence ACUCAAACUGUGUGACACUUU. The protein sequence of the target gene is MGGPAAARTGAGGLRALLLALVAAGVPAGAYNLDAQRPVRFQGPSGSFFGYAVLEHFHDNTRWVLVGAPKADSKYSTSVKSPGAVFKCRVHTNPDRRCTELDMARGRTRGAPCGKTCRGDRDDEWMGVSLARQPRADGRVLACAHRWKNIYYEADHILPHGFCYLIPSNLQAKGKVLIPCYEEYKKKYGEEHGSCQAGIAGFFTEELVVMGAPGSFYWAGTLKVLNLTDNTYFKLNDEAIMNRRYTYLGYAVTAGHFSHPSITDVVGGAPQDEGIGKVYIFRADRRSGTLIKIFQASGKK.... Result: 0 (no interaction). (6) The miRNA is mmu-miR-301b-3p with sequence CAGUGCAAUGGUAUUGUCAAAGC. The protein sequence of the target gene is MVNESLNQEESNDRPAPESEFQMDTSYSTQPSGSIHPSVSGHPSVSGHPSVSGHPSVSIHPSVSIDPSVSVRPSSSALPSTLAQPSGLTHHSSLVREDSVIKVSKRRWVVVLVFSCYSLCNAFQWIQYGSINNIFMNFYGVSAFAIDWLSMCYMLTYIPLLLPVAWMLEKFGLRTIAITGSALNCLGAWVKLGSLEPHLFPVTMVGQVICSVAQVFILGMPSRIASVWFGADEVSTACSVAVFGNQLGIAIGFLVPPVLVPNIKDPEKLAYHISIMFYIIGGVATFLFILVIIVFKEKPK.... Result: 1 (interaction). (7) The miRNA is hsa-miR-609 with sequence AGGGUGUUUCUCUCAUCUCU. The protein sequence of the target gene is MESSPESLQPLEHGVAAGPASGTGSSQEGLQETRLAAGDGPGVWAAETSGGNGLGAAAARRSLPDSASPAGSPEVPGPCSSSAGLDLKDSGLESPAAAEAPLRGQYKVTASPETAVAGVGHELGTAGDAGARPDLAGTCQAELTAAGSEEPSSAGGLSSSCSDPSPPGESPSLDSLESFSNLHSFPSSCEFNSEEGAENRVPEEEEGAAVLPGAVPLCKEEEGEETAQVLAASKERFPGQSVYHIKWIQWKEENTPIITQNENGPCPLLAILNVLLLAWKVKLPPMMEIITAEQLMEYLG.... Result: 0 (no interaction). (8) The miRNA is hsa-miR-548ad-5p with sequence AAAAGUAAUUGUGGUUUUUG. The protein sequence of the target gene is MIIKEYRIPLPMTVEEYRIAQLYMIQKKSRNETYGEGSGVEILENRPYTDGPGGSGQYTHKVYHVGMHIPSWFRSILPKAALRVVEESWNAYPYTRTRFTCPFVEKFSIDIETFYKTDAGENPDVFNLSPVEKNQLTIDFIDIVKDPVPHNEYKTEEDPKLFQSTKTQRGPLSENWIEEYKKQVFPIMCAYKLCKVEFRYWGMQSKIERFIHDTGLRRVMVRAHRQAWCWQDEWYGLSMENIRELEKEAQLMLSRKMAQFNEDGEEATELVKHEAVSDQTSGEPPEPSSSNGEPLVGRGL.... Result: 0 (no interaction). (9) The miRNA is hsa-miR-7150 with sequence CUGGCAGGGGGAGAGGUA. The protein sequence of the target gene is MAGWNAYIDNLMADGTCQDAAIVGYKDSPSVWAAVPGKTFVNITPAEVGVLVGKDRSSFYVNGLTLGGQKCSVIRDSLLQDGEFSMDLRTKSTGGAPTFNVTVTKTDKTLVLLMGKEGVHGGLINKKCYEMASHLRRSQY. Result: 1 (interaction). (10) The miRNA is cel-miR-65-5p with sequence UAUGACACUGAAGCGUAACCGAA. The protein sequence of the target gene is MTDLVAVWDVALSDGVHKIEFEHGTTSGKRVVYVDGKEEIRKEWMFKLVGKETFYVGAAKTKATINIDAISGFAYEYTLEINGKSLKKYMEDRSKTTNTWVLHMDGENFRIVLEKDAMDVWCNGKKLETAGEFVDDGTETHFSIGNHDCYIKAVSSGKRKEGIIHTLIVDNREIPEIAS. Result: 0 (no interaction).